Dataset: Reaction yield outcomes from USPTO patents with 853,638 reactions. Task: Predict the reaction yield, written as a fraction of the theoretical maximum amount of product (1.0 means a 100% yield; for example, 0.34 means a 34% yield). (1) The reactants are [CH2:1]([NH:3][C:4]1[C:9]([N+:10]([O-])=O)=[CH:8][N:7]=[CH:6][C:5]=1[Br:13])[CH3:2]. The catalyst is C(O)(=O)C.CCOC(C)=O.C(Cl)Cl.[Fe]. The product is [Br:13][C:5]1[C:4]([NH:3][CH2:1][CH3:2])=[C:9]([NH2:10])[CH:8]=[N:7][CH:6]=1. The yield is 0.927. (2) The reactants are [OH-].[Na+].[F:3][C:4]([F:15])([F:14])[O:5][C:6]1[CH:7]=[C:8]([CH:11]=[CH:12][CH:13]=1)[CH:9]=O.[O:16]=[C:17]([CH3:27])[CH2:18]P(=O)(OCC)OCC. The catalyst is [I-].C([N+](CCCC)(CCCC)CCCC)CCC.C(Cl)Cl. The product is [F:3][C:4]([F:15])([F:14])[O:5][C:6]1[CH:7]=[C:8]([CH:9]=[CH:18][C:17](=[O:16])[CH3:27])[CH:11]=[CH:12][CH:13]=1. The yield is 0.540.